From a dataset of Full USPTO retrosynthesis dataset with 1.9M reactions from patents (1976-2016). Predict the reactants needed to synthesize the given product. (1) Given the product [Cl:24][C:21]1[C:5]2[C:4]([O:3][CH2:1][CH3:2])=[N:9][C:8]([S:10][C:11]3[NH:16][C:15](=[O:17])[NH:14][C:13](=[O:18])[CH:12]=3)=[N:7][C:6]=2[NH:19][C:20]=1[CH2:22][CH3:23], predict the reactants needed to synthesize it. The reactants are: [CH2:1]([O:3][C:4]1[C:5]2[CH:21]=[C:20]([CH2:22][CH3:23])[NH:19][C:6]=2[N:7]=[C:8]([S:10][C:11]2[NH:16][C:15](=[O:17])[NH:14][C:13](=[O:18])[CH:12]=2)[N:9]=1)[CH3:2].[Cl:24]N1C(=O)CCC1=O.O. (2) Given the product [F:49][C:4]1[CH:5]=[CH:6][C:1]([S:7]([CH2:10][C:11]2[C:16]([C:17]([O:19][CH3:20])=[O:18])=[C:15]([OH:22])[C:14]([C:23]3[CH:27]=[CH:26][O:25][CH:24]=3)=[CH:13][CH:12]=2)(=[O:9])=[O:8])=[CH:2][CH:3]=1, predict the reactants needed to synthesize it. The reactants are: [C:1]1([S:7]([CH2:10][C:11]2[C:16]([C:17]([O:19][CH2:20]C)=[O:18])=[C:15]([OH:22])[C:14]([C:23]3[CH:27]=[CH:26][O:25][CH:24]=3)=[CH:13][CH:12]=2)(=[O:9])=[O:8])[CH:6]=[CH:5][CH:4]=[CH:3][CH:2]=1.BrC1C(O)=C(C(CS(C2C=CC([F:49])=CC=2)(=O)=O)=CC=1)C(OC)=O.O1C=CC(B(O)O)=C1. (3) The reactants are: [CH:1]1([NH:7][CH2:8][CH2:9][CH2:10][NH:11][C:12](=[O:35])[CH2:13][C:14]2[C:22]3[C:17](=[CH:18][CH:19]=[C:20]([O:23][CH3:24])[CH:21]=3)[N:16]([C:25](=[O:33])[C:26]3[CH:31]=[CH:30][C:29]([Cl:32])=[CH:28][CH:27]=3)[C:15]=2[CH3:34])[CH2:6][CH2:5][CH2:4][CH2:3][CH2:2]1.C(N(C(C)C)CC)(C)C.[C:45](Cl)(=[O:47])[CH3:46]. Given the product [C:45]([CH:8]([NH:7][CH:1]1[CH2:2][CH2:3][CH2:4][CH2:5][CH2:6]1)[CH2:9][CH2:10][NH:11][C:12](=[O:35])[CH2:13][C:14]1[C:22]2[C:17](=[CH:18][CH:19]=[C:20]([O:23][CH3:24])[CH:21]=2)[N:16]([C:25](=[O:33])[C:26]2[CH:27]=[CH:28][C:29]([Cl:32])=[CH:30][CH:31]=2)[C:15]=1[CH3:34])(=[O:47])[CH3:46], predict the reactants needed to synthesize it. (4) Given the product [CH3:30][C:24]1[CH:25]=[C:26]([CH3:29])[CH:27]=[CH:28][C:23]=1[N:20]1[CH2:19][CH2:18][N:17]([C:15]([C:12]2[CH:11]=[CH:10][C:9]([N:6]3[CH:2]([CH3:1])[CH2:3][CH2:4][C:5]3=[O:7])=[N:14][CH:13]=2)=[O:16])[CH2:22][CH2:21]1, predict the reactants needed to synthesize it. The reactants are: [CH3:1][CH:2]1[NH:6][C:5](=[O:7])[CH2:4][CH2:3]1.Br[C:9]1[N:14]=[CH:13][C:12]([C:15]([N:17]2[CH2:22][CH2:21][N:20]([C:23]3[CH:28]=[CH:27][C:26]([CH3:29])=[CH:25][C:24]=3[CH3:30])[CH2:19][CH2:18]2)=[O:16])=[CH:11][CH:10]=1.